The task is: Predict the product of the given reaction.. This data is from Forward reaction prediction with 1.9M reactions from USPTO patents (1976-2016). (1) Given the reactants [Br:1][C:2]1[CH:10]=[CH:9][CH:8]=[C:7]2[C:3]=1[CH2:4][C:5](=[N:12]O)[C:6]2=[O:11].P(Cl)(Cl)(Cl)(Cl)[Cl:15], predict the reaction product. The product is: [Br:1][C:2]1[CH:10]=[CH:9][CH:8]=[C:7]2[C:3]=1[CH:4]=[C:5]([Cl:15])[NH:12][C:6]2=[O:11]. (2) Given the reactants [Br:1][C:2]1[C:10]2[N:9]=[N:8][N:7]([CH2:11][C:12]([CH3:15])([CH3:14])[CH3:13])[C:6]=2[CH:5]=[CH:4][C:3]=1[OH:16].[C:17]([C:20]1[C:21](F)=[N:22][CH:23]=[CH:24][CH:25]=1)(=[O:19])[CH3:18].C(=O)([O-])[O-].[K+].[K+], predict the reaction product. The product is: [Br:1][C:2]1[C:10]2[N:9]=[N:8][N:7]([CH2:11][C:12]([CH3:13])([CH3:15])[CH3:14])[C:6]=2[CH:5]=[CH:4][C:3]=1[O:16][C:21]1[C:20]([C:17](=[O:19])[CH3:18])=[CH:25][CH:24]=[CH:23][N:22]=1. (3) Given the reactants [NH:1]1[C:10]2[CH2:9][CH2:8][CH2:7][CH2:6][C:5]=2[CH:4]=[CH:3][C:2]1=[O:11].[N+:12]([O-])([OH:14])=[O:13], predict the reaction product. The product is: [N+:12]([C:3]1[C:2](=[O:11])[NH:1][C:10]2[CH2:9][CH2:8][CH2:7][CH2:6][C:5]=2[CH:4]=1)([O-:14])=[O:13].